This data is from Full USPTO retrosynthesis dataset with 1.9M reactions from patents (1976-2016). The task is: Predict the reactants needed to synthesize the given product. Given the product [C:4]([OH:6])(=[O:5])[C:3]1[C:2](=[CH:10][CH:9]=[CH:8][CH:7]=1)[OH:1], predict the reactants needed to synthesize it. The reactants are: [OH:1][C:2]1[CH:10]=[CH:9][C:8](O)=[CH:7][C:3]=1[C:4]([OH:6])=[O:5].S(=O)(=O)(O)O.